Dataset: Full USPTO retrosynthesis dataset with 1.9M reactions from patents (1976-2016). Task: Predict the reactants needed to synthesize the given product. Given the product [CH3:1][O:2][CH2:3][CH2:4][O:5][C:6]1[CH:7]=[C:8]([C:12]#[C:13][C:27]2[C:22]([NH2:21])=[N:23][CH:24]=[C:25]([N+:29]([O-:31])=[O:30])[CH:26]=2)[CH:9]=[CH:10][CH:11]=1, predict the reactants needed to synthesize it. The reactants are: [CH3:1][O:2][CH2:3][CH2:4][O:5][C:6]1[CH:7]=[C:8]([C:12]#[CH:13])[CH:9]=[CH:10][CH:11]=1.C(N(CC)CC)C.[NH2:21][C:22]1[C:27](Br)=[CH:26][C:25]([N+:29]([O-:31])=[O:30])=[CH:24][N:23]=1.